Dataset: Catalyst prediction with 721,799 reactions and 888 catalyst types from USPTO. Task: Predict which catalyst facilitates the given reaction. (1) Reactant: [OH-].[Na+].FC(F)(F)C([NH:7][C@@H:8]1[C:17]2[C:12](=[CH:13][CH:14]=[CH:15][CH:16]=2)[C@H:11]([OH:18])[CH2:10][CH2:9]1)=O. Product: [NH2:7][C@@H:8]1[C:17]2[C:12](=[CH:13][CH:14]=[CH:15][CH:16]=2)[C@H:11]([OH:18])[CH2:10][CH2:9]1. The catalyst class is: 24. (2) Reactant: [OH:1][C:2]1[C:3](=[O:15])[CH:4]=[C:5]([CH2:8][N:9]2[CH2:14][CH2:13][O:12][CH2:11][CH2:10]2)[O:6][CH:7]=1.C([O-])([O-])=O.[Cs+].[Cs+].Br[CH2:23][C:24]1[CH:45]=[CH:44][C:27]([CH2:28][S:29][C:30]2[C:39]3[C:34](=[CH:35][C:36]([C:40]([F:43])([F:42])[F:41])=[CH:37][CH:38]=3)[N:33]=[CH:32][CH:31]=2)=[CH:26][CH:25]=1.O. Product: [F:43][C:40]([F:41])([F:42])[C:36]1[CH:35]=[C:34]2[C:39]([C:30]([S:29][CH2:28][C:27]3[CH:44]=[CH:45][C:24]([CH2:23][O:1][C:2]4[C:3](=[O:15])[CH:4]=[C:5]([CH2:8][N:9]5[CH2:14][CH2:13][O:12][CH2:11][CH2:10]5)[O:6][CH:7]=4)=[CH:25][CH:26]=3)=[CH:31][CH:32]=[N:33]2)=[CH:38][CH:37]=1. The catalyst class is: 3.